Dataset: NCI-60 drug combinations with 297,098 pairs across 59 cell lines. Task: Regression. Given two drug SMILES strings and cell line genomic features, predict the synergy score measuring deviation from expected non-interaction effect. (1) Cell line: IGROV1. Drug 1: C1=CC(=CC=C1C#N)C(C2=CC=C(C=C2)C#N)N3C=NC=N3. Synergy scores: CSS=54.0, Synergy_ZIP=4.17, Synergy_Bliss=3.97, Synergy_Loewe=-24.1, Synergy_HSA=2.94. Drug 2: CC1C(C(CC(O1)OC2CC(CC3=C2C(=C4C(=C3O)C(=O)C5=CC=CC=C5C4=O)O)(C(=O)C)O)N)O. (2) Drug 1: CN1C2=C(C=C(C=C2)N(CCCl)CCCl)N=C1CCCC(=O)O.Cl. Drug 2: CC1C(C(CC(O1)OC2CC(CC3=C2C(=C4C(=C3O)C(=O)C5=CC=CC=C5C4=O)O)(C(=O)C)O)N)O. Cell line: UACC62. Synergy scores: CSS=60.2, Synergy_ZIP=-6.23, Synergy_Bliss=-5.31, Synergy_Loewe=-2.19, Synergy_HSA=-1.66. (3) Drug 1: C1=C(C(=O)NC(=O)N1)F. Drug 2: CCN(CC)CCNC(=O)C1=C(NC(=C1C)C=C2C3=C(C=CC(=C3)F)NC2=O)C. Cell line: LOX IMVI. Synergy scores: CSS=34.1, Synergy_ZIP=-2.14, Synergy_Bliss=-3.98, Synergy_Loewe=-3.10, Synergy_HSA=-2.16. (4) Drug 1: C1=C(C(=O)NC(=O)N1)N(CCCl)CCCl. Drug 2: CC1C(C(=O)NC(C(=O)N2CCCC2C(=O)N(CC(=O)N(C(C(=O)O1)C(C)C)C)C)C(C)C)NC(=O)C3=C4C(=C(C=C3)C)OC5=C(C(=O)C(=C(C5=N4)C(=O)NC6C(OC(=O)C(N(C(=O)CN(C(=O)C7CCCN7C(=O)C(NC6=O)C(C)C)C)C)C(C)C)C)N)C. Cell line: A549. Synergy scores: CSS=9.37, Synergy_ZIP=-4.30, Synergy_Bliss=-3.57, Synergy_Loewe=-4.74, Synergy_HSA=-4.66. (5) Drug 1: C1C(C(OC1N2C=NC(=NC2=O)N)CO)O. Drug 2: C1CCC(C(C1)N)N.C(=O)(C(=O)[O-])[O-].[Pt+4]. Cell line: SNB-19. Synergy scores: CSS=38.7, Synergy_ZIP=4.41, Synergy_Bliss=8.41, Synergy_Loewe=-10.8, Synergy_HSA=7.56. (6) Drug 1: CC1=C2C(C(=O)C3(C(CC4C(C3C(C(C2(C)C)(CC1OC(=O)C(C(C5=CC=CC=C5)NC(=O)C6=CC=CC=C6)O)O)OC(=O)C7=CC=CC=C7)(CO4)OC(=O)C)O)C)OC(=O)C. Drug 2: COCCOC1=C(C=C2C(=C1)C(=NC=N2)NC3=CC=CC(=C3)C#C)OCCOC.Cl. Cell line: SNB-19. Synergy scores: CSS=21.9, Synergy_ZIP=0.902, Synergy_Bliss=2.74, Synergy_Loewe=-18.8, Synergy_HSA=3.20. (7) Drug 1: CC1=C(C(CCC1)(C)C)C=CC(=CC=CC(=CC(=O)O)C)C. Drug 2: CC1C(C(CC(O1)OC2CC(CC3=C2C(=C4C(=C3O)C(=O)C5=C(C4=O)C(=CC=C5)OC)O)(C(=O)CO)O)N)O.Cl. Cell line: OVCAR3. Synergy scores: CSS=22.4, Synergy_ZIP=0.485, Synergy_Bliss=0.562, Synergy_Loewe=-17.7, Synergy_HSA=-2.45. (8) Drug 1: CC12CCC3C(C1CCC2=O)CC(=C)C4=CC(=O)C=CC34C. Drug 2: CC1=CC2C(CCC3(C2CCC3(C(=O)C)OC(=O)C)C)C4(C1=CC(=O)CC4)C. Cell line: T-47D. Synergy scores: CSS=20.2, Synergy_ZIP=1.33, Synergy_Bliss=2.61, Synergy_Loewe=4.30, Synergy_HSA=4.48. (9) Drug 1: C1CC(=O)NC(=O)C1N2C(=O)C3=CC=CC=C3C2=O. Drug 2: CCC1(C2=C(COC1=O)C(=O)N3CC4=CC5=C(C=CC(=C5CN(C)C)O)N=C4C3=C2)O.Cl. Cell line: CAKI-1. Synergy scores: CSS=0.503, Synergy_ZIP=-11.4, Synergy_Bliss=-22.0, Synergy_Loewe=-55.6, Synergy_HSA=-23.6.